Dataset: CYP2D6 inhibition data for predicting drug metabolism from PubChem BioAssay. Task: Regression/Classification. Given a drug SMILES string, predict its absorption, distribution, metabolism, or excretion properties. Task type varies by dataset: regression for continuous measurements (e.g., permeability, clearance, half-life) or binary classification for categorical outcomes (e.g., BBB penetration, CYP inhibition). Dataset: cyp2d6_veith. (1) The drug is COc1cccc(Cn2c(NCc3cccnc3)nc3c2c(=O)n(C)c(=O)n3C)c1. The result is 0 (non-inhibitor). (2) The compound is COCCNC(=O)COc1ccc(OCCNC[C@@H](O)COc2ccccc2)cc1. The result is 1 (inhibitor). (3) The molecule is Cl.Clc1ccc(/C=N/Nc2nc3c(s2)CCCC3)c(Cl)c1. The result is 0 (non-inhibitor). (4) The drug is O=C(Nc1ccccc1)N1CCCC2(CCNCC2)C1. The result is 0 (non-inhibitor). (5) The drug is COC(=O)c1cc(OC)c(OC)cc1NC(=S)N1CCCCC1. The result is 0 (non-inhibitor). (6) The drug is CCOC(=O)C1=C(C)NC(C)=C(C(=O)OC)[C@@H]1c1cccc(Cl)c1Cl. The result is 0 (non-inhibitor). (7) The molecule is O=C(Nc1cccc2ccccc12)/C(=C/c1ccc([N+](=O)[O-])cc1)NC(=O)c1ccccc1. The result is 0 (non-inhibitor). (8) The compound is Clc1ccc2c(c1)C(c1cccs1)=NNC(c1cccnc1)=N2. The result is 1 (inhibitor). (9) The drug is CCc1sc(-c2c(C#N)c(N)nc3c2CCCCCC3)cc1[N+](=O)[O-]. The result is 0 (non-inhibitor).